This data is from Catalyst prediction with 721,799 reactions and 888 catalyst types from USPTO. The task is: Predict which catalyst facilitates the given reaction. (1) Reactant: [NH2:1][C@@H:2]1[CH2:6][CH2:5][N:4]([C:7](OC(C)(C)C)=O)[CH2:3]1.C([N:16](CC)CC)C.[Br:21][C:22]1[CH:27]=[CH:26][CH:25]=[CH:24][C:23]=1[S:28](Cl)(=[O:30])=[O:29].CCN(C(C)C)C(C)C.BrC#N. Product: [Br:21][C:22]1[CH:27]=[CH:26][CH:25]=[CH:24][C:23]=1[S:28]([NH:1][C@@H:2]1[CH2:6][CH2:5][N:4]([C:7]#[N:16])[CH2:3]1)(=[O:30])=[O:29]. The catalyst class is: 31. (2) Reactant: [F:1][C:2]([F:32])([F:31])[C:3]1([CH2:7][N:8]2[CH2:13][CH2:12][CH:11]([CH2:14][O:15][C:16]3[CH:21]=[CH:20][C:19]([C:22]4[CH:27]=[CH:26][C:25]([C:28](O)=[O:29])=[CH:24][CH:23]=4)=[CH:18][CH:17]=3)[CH2:10][CH2:9]2)[CH2:6][CH2:5][CH2:4]1.[NH:33]1[CH2:39][CH2:38][CH2:37][C@@H:34]1[CH2:35][OH:36].C1CN([P+](ON2N=NC3C=CC=CC2=3)(N2CCCC2)N2CCCC2)CC1.F[P-](F)(F)(F)(F)F.CCN(C(C)C)C(C)C. Product: [OH:36][CH2:35][C@H:34]1[CH2:37][CH2:38][CH2:39][N:33]1[C:28]([C:25]1[CH:24]=[CH:23][C:22]([C:19]2[CH:20]=[CH:21][C:16]([O:15][CH2:14][CH:11]3[CH2:10][CH2:9][N:8]([CH2:7][C:3]4([C:2]([F:32])([F:1])[F:31])[CH2:4][CH2:5][CH2:6]4)[CH2:13][CH2:12]3)=[CH:17][CH:18]=2)=[CH:27][CH:26]=1)=[O:29]. The catalyst class is: 18. (3) Reactant: [Cl:1][C:2]1[CH:3]=[C:4]2[C:12](=[O:13])[C:11]3[CH:14]=[C:15]([CH:18]=[CH2:19])[CH:16]=[CH:17][C:10]=3[CH:9]=[CH:8][C:5]2=[N:6][CH:7]=1.B1C2CCCC1CCC2. Product: [Cl:1][C:2]1[CH:3]=[C:4]2[CH:12]([OH:13])[C:11]3[CH:14]=[C:15]([CH2:18][CH3:19])[CH:16]=[CH:17][C:10]=3[CH:9]=[CH:8][C:5]2=[N:6][CH:7]=1. The catalyst class is: 7. (4) Reactant: [F:1][C:2]1[C:7]([F:8])=[CH:6][CH:5]=[CH:4][C:3]=1[CH2:9][CH2:10][C:11]1[N:16]([CH2:17][C:18](O)=[O:19])[C:15]2N=CC=C[C:14]=2[C:13](=[O:25])[N:12]=1.[CH3:26][C:27]([N:34]1[CH2:39][CH2:38][CH:37]([NH:40][CH2:41][C:42]2[CH:47]=[CH:46][C:45]([C:48]3[CH:53]=[CH:52][C:51]([O:54][C:55]([F:58])([F:57])[F:56])=[CH:50][CH:49]=3)=[CH:44][CH:43]=2)[CH2:36][CH2:35]1)([CH3:33])[C:28]([O:30][CH2:31][CH3:32])=[O:29].CCN(C(C)C)C(C)C.CN(C(ON1N=N[C:78]2[CH:79]=[CH:80]C=N[C:77]1=2)=[N+](C)C)C.F[P-](F)(F)(F)(F)F. Product: [F:1][C:2]1[C:7]([F:8])=[CH:6][CH:5]=[CH:4][C:3]=1[CH2:9][CH2:10][C:11]1[N:16]([CH2:17][C:18]([N:40]([CH2:41][C:42]2[CH:47]=[CH:46][C:45]([C:48]3[CH:49]=[CH:50][C:51]([O:54][C:55]([F:57])([F:56])[F:58])=[CH:52][CH:53]=3)=[CH:44][CH:43]=2)[CH:37]2[CH2:36][CH2:35][N:34]([C:27]([CH3:26])([CH3:33])[C:28]([O:30][CH2:31][CH3:32])=[O:29])[CH2:39][CH2:38]2)=[O:19])[C:15]2[C:14]([C:13](=[O:25])[N:12]=1)=[CH:80][CH:79]=[CH:78][CH:77]=2. The catalyst class is: 3. (5) Reactant: [I-:1].[I-:1].[I-:1].[CH2:4]([N:10]([CH2:25][CH2:26][CH2:27][CH2:28][CH2:29][CH3:30])[C:11]1[CH:12]=[CH:13][C:14]2[NH2+:15][C:16]3[C:21]([S:22][C:23]=2[CH:24]=1)=[CH:20][CH:19]=[CH:18][CH:17]=3)[CH2:5][CH2:6][CH2:7][CH2:8][CH3:9].[CH2:4]([N:10]([C:11]1[CH:12]=[CH:13][C:14]2[NH2+:15][C:16]3[C:21]([S:22][C:23]=2[CH:24]=1)=[CH:20][CH:19]=[CH:18][CH:17]=3)[CH2:25][CH2:26][CH2:27][CH2:28][CH2:29][CH3:30])[CH2:5][CH2:6][CH2:7][CH2:8][CH3:9].[CH2:25]([N:10]([C:11]1[CH:12]=[CH:13][C:14]2[NH2+:15][C:16]3[C:21]([S:22][C:23]=2[CH:24]=1)=[CH:20][CH:19]=[CH:18][CH:17]=3)[CH2:4][CH2:5][CH2:6][CH2:7][CH2:8][CH3:9])[CH2:26][CH2:27][CH2:28][CH2:29][CH3:30].[CH2:85]([N:87]([CH2:93][CH3:94])[CH2:88][CH2:89][NH:90][CH2:91][CH3:92])[CH3:86]. Product: [I-:1].[CH2:25]([N:10]([CH2:4][CH2:5][CH2:6][CH2:7][CH2:8][CH3:9])[C:11]1[CH:12]=[CH:13][C:14]2[NH2+:15][C:16]3[C:21]([S:22][C:23]=2[CH:24]=1)=[CH:20][C:19]([N:90]([CH2:89][CH2:88][N:87]([CH2:93][CH3:94])[CH2:85][CH3:86])[CH2:91][CH3:92])=[CH:18][CH:17]=3)[CH2:26][CH2:27][CH2:28][CH2:29][CH3:30]. The catalyst class is: 5.